The task is: Predict the product of the given reaction.. This data is from Forward reaction prediction with 1.9M reactions from USPTO patents (1976-2016). (1) Given the reactants [Cl:1][C:2]1[CH:3]=[C:4]2[C:8](=[C:9]([Cl:11])[CH:10]=1)[NH:7][CH:6]=[CH:5]2.[Br:12][CH2:13][CH2:14][CH2:15][CH2:16]Br, predict the reaction product. The product is: [Br:12][CH2:13][CH2:14][CH2:15][CH2:16][N:7]1[C:8]2[C:4](=[CH:3][C:2]([Cl:1])=[CH:10][C:9]=2[Cl:11])[CH:5]=[CH:6]1. (2) The product is: [C:13]1(/[CH:12]=[CH:11]/[C:2]2[C:10]3[CH:9]=[CH:8][S:7][C:6]=3[CH:5]=[CH:4][CH:3]=2)[CH:18]=[CH:17][CH:16]=[CH:15][CH:14]=1. Given the reactants Br[C:2]1[C:10]2[CH:9]=[CH:8][S:7][C:6]=2[CH:5]=[CH:4][CH:3]=1.[CH2:11]=[CH:12][C:13]1[CH:18]=[CH:17][CH:16]=[CH:15][CH:14]=1.C(N(CC)CC)C.CC1C=CC=CC=1P(C1C=CC=CC=1C)C1C=CC=CC=1C, predict the reaction product. (3) The product is: [Cl:40][C:31]1[N:30]=[C:29]([NH:28][C@H:27]([C:26]([OH:48])=[O:25])[CH2:41][C:42]2[CH:47]=[CH:46][CH:45]=[CH:44][CH:43]=2)[C:34]([C:35]([O:37][CH2:38][CH3:39])=[O:36])=[CH:33][N:32]=1. Given the reactants Cl.C(OC(=O)[C@H](CC1C=CC=CC=1)N)C.C(N(CC)CC)C.C([O:25][C:26](=[O:48])[C@H:27]([CH2:41][C:42]1[CH:47]=[CH:46][CH:45]=[CH:44][CH:43]=1)[NH:28][C:29]1[C:34]([C:35]([O:37][CH2:38][CH3:39])=[O:36])=[CH:33][N:32]=[C:31]([Cl:40])[N:30]=1)C.C(OC(=O)[C@H](CC1C=CC=CC=1)NC1N=C(Cl)C(C(OCC)=O)=CN=1)C, predict the reaction product.